Dataset: Forward reaction prediction with 1.9M reactions from USPTO patents (1976-2016). Task: Predict the product of the given reaction. (1) Given the reactants [F:1][C:2]1[CH:7]=[CH:6][C:5]([C:8]2[C:9](=[O:24])[NH:10][N:11]=[CH:12][C:13]=2[C:14]2[CH:19]=[CH:18][C:17]([S:20]([CH3:23])(=[O:22])=[O:21])=[CH:16][CH:15]=2)=[CH:4][CH:3]=1.C([O-])([O-])=O.[K+].[K+].[F:31][C:32]1[CH:37]=[CH:36][C:35](I)=[CH:34][CH:33]=1, predict the reaction product. The product is: [F:31][C:32]1[CH:37]=[CH:36][C:35]([N:10]2[C:9](=[O:24])[C:8]([C:5]3[CH:6]=[CH:7][C:2]([F:1])=[CH:3][CH:4]=3)=[C:13]([C:14]3[CH:19]=[CH:18][C:17]([S:20]([CH3:23])(=[O:22])=[O:21])=[CH:16][CH:15]=3)[CH:12]=[N:11]2)=[CH:34][CH:33]=1. (2) The product is: [Cl:1][C:2]1[CH:7]=[CH:6][CH:5]=[CH:4][C:3]=1[C:8]1[C:16]2[C:11](=[CH:12][CH:13]=[CH:14][CH:15]=2)[NH:10][C:9]=1[C:17]([NH:19][N:20]=[CH:26][C:22]1[NH:21][CH:25]=[CH:24][N:23]=1)=[O:18]. Given the reactants [Cl:1][C:2]1[CH:7]=[CH:6][CH:5]=[CH:4][C:3]=1[C:8]1[C:16]2[C:11](=[CH:12][CH:13]=[CH:14][CH:15]=2)[NH:10][C:9]=1[C:17]([NH:19][NH2:20])=[O:18].[NH:21]1[CH:25]=[CH:24][N:23]=[C:22]1[CH:26]=O, predict the reaction product. (3) Given the reactants [CH2:1]([O:3][C:4]([C:6]1[NH:7][C:8](=[S:12])[NH:9][C:10]=1[CH3:11])=[O:5])[CH3:2].Br[CH:14]([CH3:18])[C:15](=O)[CH3:16].O=P(Cl)(Cl)Cl, predict the reaction product. The product is: [CH2:1]([O:3][C:4]([C:6]1[N:7]2[C:8]([S:12][C:14]([CH3:18])=[C:15]2[CH3:16])=[N:9][C:10]=1[CH3:11])=[O:5])[CH3:2].